Predict which catalyst facilitates the given reaction. From a dataset of Catalyst prediction with 721,799 reactions and 888 catalyst types from USPTO. (1) The catalyst class is: 87. Reactant: [CH2:1]([O:3][C:4]1[CH:13]=[CH:12][C:7]([C:8]([O:10]C)=[O:9])=[CH:6][C:5]=1[C:14]#[C:15][C:16]1[CH:21]=[CH:20][CH:19]=[CH:18][N:17]=1)[CH3:2].O.[OH-].[Li+]. Product: [CH2:1]([O:3][C:4]1[CH:13]=[CH:12][C:7]([C:8]([OH:10])=[O:9])=[CH:6][C:5]=1[C:14]#[C:15][C:16]1[CH:21]=[CH:20][CH:19]=[CH:18][N:17]=1)[CH3:2]. (2) Reactant: C(O[C:4]1[C:8]([O:9][CH2:10][CH3:11])=[N:7][S:6](=[O:12])[N:5]=1)C.[C:13]([O:17][C:18](=[O:29])[C@H:19]([CH2:21][C:22]1[CH:27]=[CH:26][C:25]([OH:28])=[CH:24][CH:23]=1)[NH2:20])([CH3:16])([CH3:15])[CH3:14]. Product: [C:13]([O:17][C:18](=[O:29])[C@H:19]([CH2:21][C:22]1[CH:27]=[CH:26][C:25]([OH:28])=[CH:24][CH:23]=1)[NH:20][C:4]1[C:8]([O:9][CH2:10][CH3:11])=[N:7][S:6](=[O:12])[N:5]=1)([CH3:16])([CH3:14])[CH3:15]. The catalyst class is: 8. (3) Reactant: [Br:1][C:2]1[CH:3]=[C:4]([OH:9])[C:5]([Cl:8])=[N:6][CH:7]=1.[F:10][CH:11](O)[CH2:12][CH2:13][CH3:14].C1(P(C2C=CC=CC=2)C2C=CC=CC=2)C=CC=CC=1.N(C(OC(C)C)=O)=NC(OC(C)C)=O. Product: [Br:1][C:2]1[CH:3]=[C:4]([O:9][CH2:14][CH2:13][CH2:12][CH2:11][F:10])[C:5]([Cl:8])=[N:6][CH:7]=1. The catalyst class is: 7. (4) Product: [Br:10][CH2:1][C:2]1[C:3]([C:8]#[N:9])=[N:4][CH:5]=[CH:6][CH:7]=1. Reactant: [CH3:1][C:2]1[C:3]([C:8]#[N:9])=[N:4][CH:5]=[CH:6][CH:7]=1.[Br:10]N1C(=O)CCC1=O.CC(O)=O.CC(N=NC(C#N)(C)C)(C#N)C. The catalyst class is: 53. (5) The catalyst class is: 3. Product: [OH:5][CH2:4][CH2:3][O:6][C:9]1[N:8]([CH3:7])[C:13](=[O:14])[C:12]2[C:15]([C:36]3[CH:37]=[CH:38][CH:39]=[CH:40][CH:41]=3)=[C:16]([C:18]3[CH:23]=[CH:22][C:21]([C:24]4([NH:28][C:29](=[O:35])[O:30][C:31]([CH3:32])([CH3:33])[CH3:34])[CH2:27][CH2:26][CH2:25]4)=[CH:20][CH:19]=3)[O:17][C:11]=2[N:10]=1. Reactant: [H-].[Na+].[CH2:3]([OH:6])[CH2:4][OH:5].[CH3:7][N:8]1[C:13](=[O:14])[C:12]2[C:15]([C:36]3[CH:41]=[CH:40][CH:39]=[CH:38][CH:37]=3)=[C:16]([C:18]3[CH:23]=[CH:22][C:21]([C:24]4([NH:28][C:29](=[O:35])[O:30][C:31]([CH3:34])([CH3:33])[CH3:32])[CH2:27][CH2:26][CH2:25]4)=[CH:20][CH:19]=3)[O:17][C:11]=2[N:10]=[C:9]1S(C)(=O)=O.